From a dataset of Reaction yield outcomes from USPTO patents with 853,638 reactions. Predict the reaction yield, written as a fraction of the theoretical maximum amount of product (1.0 means a 100% yield; for example, 0.34 means a 34% yield). (1) The reactants are C([O:8][C:9]1[CH:31]=[CH:30][C:29]([C:32]2[N:33]=[C:34]([CH3:37])[S:35][CH:36]=2)=[CH:28][C:10]=1[C:11]([NH:13][C:14]1[CH:19]=[C:18]([C:20]([F:23])([F:22])[F:21])[CH:17]=[C:16]([C:24]([F:27])([F:26])[F:25])[CH:15]=1)=[O:12])C1C=CC=CC=1. The catalyst is [Pd].C(O)C. The product is [F:27][C:24]([F:25])([F:26])[C:16]1[CH:15]=[C:14]([NH:13][C:11](=[O:12])[C:10]2[CH:28]=[C:29]([C:32]3[N:33]=[C:34]([CH3:37])[S:35][CH:36]=3)[CH:30]=[CH:31][C:9]=2[OH:8])[CH:19]=[C:18]([C:20]([F:21])([F:22])[F:23])[CH:17]=1. The yield is 0.792. (2) The reactants are C([O:3][C:4](=O)[CH2:5][N:6]1[CH:10]=[C:9]([C:11]2[CH:32]=[CH:31][C:14]3[C:15]4[N:16]=[C:17]([C:23]5[N:24]([CH:28]([CH3:30])[CH3:29])[N:25]=[CH:26][N:27]=5)[S:18][C:19]=4[CH2:20][CH2:21][O:22][C:13]=3[CH:12]=2)[CH:8]=[N:7]1)C.[H-].[H-].[H-].[H-].[Li+].[Al+3]. The catalyst is C1COCC1. The product is [CH:28]([N:24]1[C:23]([C:17]2[S:18][C:19]3[CH2:20][CH2:21][O:22][C:13]4[CH:12]=[C:11]([C:9]5[CH:8]=[N:7][N:6]([CH2:5][CH2:4][OH:3])[CH:10]=5)[CH:32]=[CH:31][C:14]=4[C:15]=3[N:16]=2)=[N:27][CH:26]=[N:25]1)([CH3:30])[CH3:29]. The yield is 0.430. (3) The reactants are [Cl:1][C:2]1[CH:3]=[C:4]([C:21]#[N:22])[C:5]2[O:10][CH:9]([C:11]([F:14])([F:13])[F:12])[C:8]([C:15]([O:17]CC)=[O:16])=[CH:7][C:6]=2[CH:20]=1.[OH-].[Na+]. The catalyst is C1COCC1.C(O)C. The product is [Cl:1][C:2]1[CH:3]=[C:4]([C:21]#[N:22])[C:5]2[O:10][CH:9]([C:11]([F:14])([F:13])[F:12])[C:8]([C:15]([OH:17])=[O:16])=[CH:7][C:6]=2[CH:20]=1. The yield is 0.210. (4) The catalyst is ClCCl. The product is [Br:29][C:15]1[CH:14]=[CH:13][C:12]([N:4]([C:3]2[CH:18]=[CH:19][CH:20]=[CH:21][C:2]=2[CH3:1])[C:5]2[CH:10]=[CH:9][CH:8]=[CH:7][C:6]=2[CH3:11])=[CH:17][CH:16]=1. The yield is 1.00. The reactants are [CH3:1][C:2]1[CH:21]=[CH:20][CH:19]=[CH:18][C:3]=1[N:4]([C:12]1[CH:17]=[CH:16][CH:15]=[CH:14][CH:13]=1)[C:5]1[CH:10]=[CH:9][CH:8]=[CH:7][C:6]=1[CH3:11].C1C(=O)N([Br:29])C(=O)C1.ClCCl.[Cl-].[Na+].O. (5) The reactants are C(Cl)Cl.[Cl:4][C:5]1[C:6]([CH:12]([S:21]([C:24]2[CH:29]=[CH:28][C:27]([Cl:30])=[CH:26][CH:25]=2)(=[O:23])=[O:22])[C:13]2[CH:18]=[C:17]([F:19])[CH:16]=[CH:15][C:14]=2[F:20])=[CH:7][C:8]([NH2:11])=[N:9][CH:10]=1.N1C=CC=CC=1.Cl[S:38]([CH2:41][C:42]([O:44][CH2:45][CH3:46])=[O:43])(=[O:40])=[O:39]. The catalyst is CCCCCC.C(OCC)(=O)C. The product is [Cl:4][C:5]1[C:6]([CH:12]([S:21]([C:24]2[CH:29]=[CH:28][C:27]([Cl:30])=[CH:26][CH:25]=2)(=[O:23])=[O:22])[C:13]2[CH:18]=[C:17]([F:19])[CH:16]=[CH:15][C:14]=2[F:20])=[CH:7][C:8]([NH:11][S:38]([CH2:41][C:42]([O:44][CH2:45][CH3:46])=[O:43])(=[O:40])=[O:39])=[N:9][CH:10]=1. The yield is 0.530. (6) The reactants are [C:1]([C:4]1[C:11]([OH:12])=[CH:10][C:7]([C:8]#[N:9])=[C:6]([CH3:13])[CH:5]=1)(=[O:3])[CH3:2].[I:14]N1C(=O)CCC1=O. The catalyst is C(O)(=O)C.C(OCC)(=O)C. The product is [C:1]([C:4]1[CH:5]=[C:6]([CH3:13])[C:7]([C:8]#[N:9])=[C:10]([I:14])[C:11]=1[OH:12])(=[O:3])[CH3:2]. The yield is 0.620. (7) The reactants are [F:1][C:2]([F:22])([F:21])[C:3]1[CH:20]=[CH:19][C:6]([CH2:7][O:8][N:9]=[C:10]([C:12]2[CH:17]=[CH:16][C:15]([OH:18])=[CH:14][CH:13]=2)[CH3:11])=[CH:5][CH:4]=1.C(=O)([O-])[O-].[Cs+].[Cs+].Br[CH2:30][C:31]#[N:32].O. The catalyst is CN(C=O)C. The product is [F:1][C:2]([F:21])([F:22])[C:3]1[CH:20]=[CH:19][C:6]([CH2:7][O:8][N:9]=[C:10]([C:12]2[CH:17]=[CH:16][C:15]([O:18][CH2:30][C:31]#[N:32])=[CH:14][CH:13]=2)[CH3:11])=[CH:5][CH:4]=1. The yield is 0.800. (8) The yield is 0.310. The catalyst is C(Cl)Cl. The product is [C:18]([C:7]1[C:6]2[C:10](=[CH:11][CH:12]=[C:4]([N+:1]([O-:3])=[O:2])[CH:5]=2)[NH:9][CH:8]=1)([CH3:21])([CH3:20])[CH3:19]. The reactants are [N+:1]([C:4]1[CH:5]=[C:6]2[C:10](=[CH:11][CH:12]=1)[NH:9][CH:8]=[CH:7]2)([O-:3])=[O:2].[Al+3].[Cl-].[Cl-].[Cl-].Br[C:18]([CH3:21])([CH3:20])[CH3:19]. (9) The reactants are [Br:1][C:2]1[CH:10]=[C:9]2[C:5]([C:6]3[CH2:14][CH2:13][NH:12][CH2:11][C:7]=3[NH:8]2)=[CH:4][CH:3]=1.[CH3:15][C:16]([O:19][C:20](O[C:20]([O:19][C:16]([CH3:18])([CH3:17])[CH3:15])=[O:21])=[O:21])([CH3:18])[CH3:17]. The catalyst is C(Cl)Cl.C1COCC1.CN(C)C1C=CN=CC=1. The product is [Br:1][C:2]1[CH:10]=[C:9]2[C:5]([C:6]3[CH2:14][CH2:13][N:12]([C:20]([O:19][C:16]([CH3:18])([CH3:17])[CH3:15])=[O:21])[CH2:11][C:7]=3[NH:8]2)=[CH:4][CH:3]=1. The yield is 0.270. (10) The reactants are CC(C1C=C(C(C)C)C(C2C=CC=CC=2P(C2CCCCC2)C2CCCCC2)=C(C(C)C)C=1)C.Cl[C:36]1[N:44]=[C:43]2[C:39]([N:40]=[C:41]([CH:46]=[O:47])[N:42]2[CH3:45])=[C:38]([N:48]2[CH2:53][CH2:52][O:51][CH2:50][CH2:49]2)[N:37]=1.[CH2:54]([C:56]1[NH:60][C:59]2[CH:61]=[CH:62][CH:63]=[CH:64][C:58]=2[N:57]=1)C.C(=O)([O-])[O-].[Cs+].[Cs+]. The catalyst is O1CCOCC1.C1C=CC(/C=C/C(/C=C/C2C=CC=CC=2)=O)=CC=1.C1C=CC(/C=C/C(/C=C/C2C=CC=CC=2)=O)=CC=1.C1C=CC(/C=C/C(/C=C/C2C=CC=CC=2)=O)=CC=1.[Pd].[Pd]. The product is [CH3:45][N:42]1[C:41]([CH:46]=[O:47])=[N:40][C:39]2[C:43]1=[N:44][C:36]([N:57]1[C:58]3[CH:64]=[CH:63][CH:62]=[CH:61][C:59]=3[N:60]=[C:56]1[CH3:54])=[N:37][C:38]=2[N:48]1[CH2:53][CH2:52][O:51][CH2:50][CH2:49]1. The yield is 0.500.